Task: Predict the product of the given reaction.. Dataset: Forward reaction prediction with 1.9M reactions from USPTO patents (1976-2016) Given the reactants [N:1]([C:4]1[CH:9]=[CH:8][C:7]([S:10]([NH2:13])(=[O:12])=[O:11])=[CH:6][CH:5]=1)=[C:2]=[S:3].[Si:14](Cl)([C:17]([CH3:20])([CH3:19])[CH3:18])([CH3:16])[CH3:15].[H-].[Na+].O, predict the reaction product. The product is: [N:1]([C:4]1[CH:5]=[CH:6][C:7]([S:10]([NH:13][Si:14]([C:17]([CH3:20])([CH3:19])[CH3:18])([CH3:16])[CH3:15])(=[O:11])=[O:12])=[CH:8][CH:9]=1)=[C:2]=[S:3].